Task: Predict the reaction yield, written as a fraction of the theoretical maximum amount of product (1.0 means a 100% yield; for example, 0.34 means a 34% yield).. Dataset: Reaction yield outcomes from USPTO patents with 853,638 reactions (1) The product is [O:14]1[CH2:15][CH2:16][CH2:17][CH2:18][CH:13]1[N:4]1[C:5]2[C:10](=[CH:9][C:8]([C:11]#[N:12])=[CH:7][CH:6]=2)[C:2]([C:21]2[CH:22]=[CH:23][S:19][CH:20]=2)=[N:3]1. The catalyst is COCCOC.C1(P(C2C=CC=CC=2)[C-]2C=CC=C2)C=CC=CC=1.[C-]1(P(C2C=CC=CC=2)C2C=CC=CC=2)C=CC=C1.[Fe+2]. The reactants are Br[C:2]1[C:10]2[C:5](=[CH:6][CH:7]=[C:8]([C:11]#[N:12])[CH:9]=2)[N:4]([CH:13]2[CH2:18][CH2:17][CH2:16][CH2:15][O:14]2)[N:3]=1.[S:19]1[CH:23]=[CH:22][C:21](B(O)O)=[CH:20]1.ClCCl.P([O-])([O-])([O-])=O.[K+].[K+].[K+]. The yield is 0.380. (2) The reactants are [C:1]1([S:7]([C:10]2[CH:11]=[CH:12][C:13]([CH2:20][CH2:21][CH3:22])=[C:14]([S:16](Cl)(=[O:18])=[O:17])[CH:15]=2)(=[O:9])=[O:8])[CH:6]=[CH:5][CH:4]=[CH:3][CH:2]=1.[N:23]1[CH:28]=[CH:27][CH:26]=[CH:25][C:24]=1[CH2:29][CH2:30][NH2:31]. No catalyst specified. The product is [C:1]1([S:7]([C:10]2[CH:11]=[CH:12][C:13]([CH2:20][CH2:21][CH3:22])=[C:14]([S:16]([NH:31][CH2:30][CH2:29][C:24]3[CH:25]=[CH:26][CH:27]=[CH:28][N:23]=3)(=[O:18])=[O:17])[CH:15]=2)(=[O:9])=[O:8])[CH:6]=[CH:5][CH:4]=[CH:3][CH:2]=1. The yield is 0.750.